Dataset: Peptide-MHC class II binding affinity with 134,281 pairs from IEDB. Task: Regression. Given a peptide amino acid sequence and an MHC pseudo amino acid sequence, predict their binding affinity value. This is MHC class II binding data. The peptide sequence is SQDLELSWMLNGLQAY. The MHC is HLA-DQA10301-DQB10302 with pseudo-sequence HLA-DQA10301-DQB10302. The binding affinity (normalized) is 0.591.